This data is from Full USPTO retrosynthesis dataset with 1.9M reactions from patents (1976-2016). The task is: Predict the reactants needed to synthesize the given product. (1) Given the product [OH:21][C@@H:10]1[C:9]2[CH:8]=[CH:7][C:5]3[NH:6][C:2]([CH3:1])=[N:3][C:4]=3[C:14]=2[O:13][C@H:12]([C:15]2[CH:16]=[CH:17][CH:18]=[CH:19][CH:20]=2)[C@H:11]1[OH:25], predict the reactants needed to synthesize it. The reactants are: [CH3:1][C:2]1[NH:6][C:5]2[CH:7]=[CH:8][C:9]3[C:10](=[O:21])[CH2:11][CH:12]([C:15]4[CH:20]=[CH:19][CH:18]=[CH:17][CH:16]=4)[O:13][C:14]=3[C:4]=2[N:3]=1.[BH4-].[Na+].C[OH:25]. (2) Given the product [CH3:22][C:21]1[O:20][C:19]([C:23]2[CH:32]=[CH:31][C:26]([C:27]([O:29][CH3:30])=[O:28])=[CH:25][CH:24]=2)=[N:18][C:17]=1[CH2:16][S:9]([C:6]1[CH:5]=[CH:4][C:3]([C:2]([F:1])([F:12])[F:13])=[CH:8][CH:7]=1)(=[O:11])=[O:10], predict the reactants needed to synthesize it. The reactants are: [F:1][C:2]([F:13])([F:12])[C:3]1[CH:8]=[CH:7][C:6]([S:9]([O-:11])=[O:10])=[CH:5][CH:4]=1.[Li+].Cl[CH2:16][C:17]1[N:18]=[C:19]([C:23]2[CH:32]=[CH:31][C:26]([C:27]([O:29][CH3:30])=[O:28])=[CH:25][CH:24]=2)[O:20][C:21]=1[CH3:22].C(=O)([O-])[O-].[K+].[K+]. (3) Given the product [CH2:6]1[CH2:5][O:20][CH2:2][CH2:1]1.[O:10]1[CH2:13][CH2:12][CH2:11][CH2:16]1, predict the reactants needed to synthesize it. The reactants are: [CH:1]1[CH:2]=CC2N([OH:10])N=N[C:5]=2[CH:6]=1.[CH:11]1[CH:12]=[CH:13]C2N([OH:20])N=NC=2[CH:16]=1.[OH:20]N1[C:12]2[CH:13]=CC=[CH:16][C:11]=2N=N1. (4) Given the product [F:22][C:17]1[CH:16]=[C:15]([CH:14]([F:34])[C:13]([O:12][CH3:11])=[O:23])[CH:20]=[CH:19][C:18]=1[F:21], predict the reactants needed to synthesize it. The reactants are: [Li+].C[Si]([N-][Si](C)(C)C)(C)C.[CH3:11][O:12][C:13](=[O:23])[CH2:14][C:15]1[CH:20]=[CH:19][C:18]([F:21])=[C:17]([F:22])[CH:16]=1.C1C=CC(S(N(S(C2C=CC=CC=2)(=O)=O)[F:34])(=O)=O)=CC=1. (5) Given the product [CH3:14][O:13][C:3]1[CH:4]=[C:5]([CH:11]=[CH:12][C:2]=1[O:1][S:17]([C:16]([F:29])([F:28])[F:15])(=[O:19])=[O:18])[C:6]([O:8][CH2:9][CH3:10])=[O:7], predict the reactants needed to synthesize it. The reactants are: [OH:1][C:2]1[CH:12]=[CH:11][C:5]([C:6]([O:8][CH2:9][CH3:10])=[O:7])=[CH:4][C:3]=1[O:13][CH3:14].[F:15][C:16]([F:29])([F:28])[S:17](O[S:17]([C:16]([F:29])([F:28])[F:15])(=[O:19])=[O:18])(=[O:19])=[O:18].Cl.